This data is from Forward reaction prediction with 1.9M reactions from USPTO patents (1976-2016). The task is: Predict the product of the given reaction. (1) The product is: [F:21][C:14]1[N:13]=[C:12]([N:2]2[CH2:3][CH2:4][C:5]3[C:10](=[CH:9][CH:8]=[CH:7][CH:6]=3)[CH2:1]2)[C:17]([N+:18]([O-:20])=[O:19])=[CH:16][CH:15]=1. Given the reactants [CH2:1]1[C:10]2[C:5](=[CH:6][CH:7]=[CH:8][CH:9]=2)[CH2:4][CH2:3][NH:2]1.F[C:12]1[C:17]([N+:18]([O-:20])=[O:19])=[CH:16][CH:15]=[C:14]([F:21])[N:13]=1, predict the reaction product. (2) Given the reactants CS(O[CH2:6][CH2:7][CH2:8][CH2:9][O:10][C:11]1[CH:20]=[CH:19][C:18]2[CH2:17][CH2:16][C:15](=[O:21])[NH:14][C:13]=2[N:12]=1)(=O)=O.[Na+].[I-].Cl.[CH3:25][O:26][C:27]1[CH:32]=[CH:31][CH:30]=[CH:29][C:28]=1[N:33]1[CH2:39][CH2:38][CH2:37][NH:36][CH2:35][CH2:34]1.C([O-])([O-])=O.[K+].[K+], predict the reaction product. The product is: [CH3:25][O:26][C:27]1[CH:32]=[CH:31][CH:30]=[CH:29][C:28]=1[N:33]1[CH2:39][CH2:38][CH2:37][N:36]([CH2:6][CH2:7][CH2:8][CH2:9][O:10][C:11]2[N:12]=[C:13]3[C:18]([CH2:17][CH2:16][C:15](=[O:21])[NH:14]3)=[CH:19][CH:20]=2)[CH2:35][CH2:34]1. (3) The product is: [CH3:1][O:2][C:3]([C:5]1[S:6][CH:7]=[CH:8][C:9]=1[N:10]([CH2:24][C:25]1[CH:30]=[CH:29][CH:28]=[CH:27][CH:26]=1)[S:11]([C:14]1[CH:19]=[CH:18][C:17]([O:20][CH3:21])=[CH:16][CH:15]=1)(=[O:13])=[O:12])=[O:4]. Given the reactants [CH3:1][O:2][C:3]([C:5]1[S:6][CH:7]=[CH:8][C:9]=1[NH:10][S:11]([C:14]1[CH:19]=[CH:18][C:17]([O:20][CH3:21])=[CH:16][CH:15]=1)(=[O:13])=[O:12])=[O:4].[H-].[Na+].[CH2:24](Br)[C:25]1[CH:30]=[CH:29][CH:28]=[CH:27][CH:26]=1.O, predict the reaction product. (4) Given the reactants [F:1][C:2]([F:24])([F:23])[C:3]1[CH:4]=[C:5]([C:13]2[N:17]=[CH:16][N:15](/[CH:18]=[CH:19]\[C:20](O)=[O:21])[N:14]=2)[CH:6]=[C:7]([C:9]([F:12])([F:11])[F:10])[CH:8]=1.[CH3:25][N:26]([C:28](=[O:36])[CH2:29][N:30]1[CH2:35][CH2:34][O:33][CH2:32][CH2:31]1)[NH2:27].C(P1(=O)OP(CCC)(=O)OP(CCC)(=O)O1)CC.CCN(C(C)C)C(C)C, predict the reaction product. The product is: [F:10][C:9]([F:11])([F:12])[C:7]1[CH:6]=[C:5]([C:13]2[N:17]=[CH:16][N:15](/[CH:18]=[CH:19]\[C:20]([NH:27][N:26]([CH3:25])[C:28](=[O:36])[CH2:29][N:30]3[CH2:35][CH2:34][O:33][CH2:32][CH2:31]3)=[O:21])[N:14]=2)[CH:4]=[C:3]([C:2]([F:24])([F:23])[F:1])[CH:8]=1. (5) Given the reactants C[O:2][C:3](=[O:32])[CH2:4][S:5][CH2:6][C:7]1[CH:12]=[CH:11][CH:10]=[C:9]([S:13]([N:16]2[CH2:21][CH2:20][N:19]([C:22]3[CH:27]=[CH:26][C:25]([C:28]([F:31])([F:30])[F:29])=[CH:24][CH:23]=3)[CH2:18][CH2:17]2)(=[O:15])=[O:14])[CH:8]=1.[Li+].[OH-], predict the reaction product. The product is: [F:30][C:28]([F:29])([F:31])[C:25]1[CH:26]=[CH:27][C:22]([N:19]2[CH2:18][CH2:17][N:16]([S:13]([C:9]3[CH:8]=[C:7]([CH:12]=[CH:11][CH:10]=3)[CH2:6][S:5][CH2:4][C:3]([OH:32])=[O:2])(=[O:15])=[O:14])[CH2:21][CH2:20]2)=[CH:23][CH:24]=1. (6) The product is: [N+:9]([C:6]1[CH:7]=[CH:8][C:3]([CH2:2][N:15]2[CH2:14][CH2:13][N:12]([C:18]([O:20][C:21]([CH3:24])([CH3:23])[CH3:22])=[O:19])[CH2:17][CH2:16]2)=[CH:4][CH:5]=1)([O-:11])=[O:10]. Given the reactants Br[CH2:2][C:3]1[CH:8]=[CH:7][C:6]([N+:9]([O-:11])=[O:10])=[CH:5][CH:4]=1.[N:12]1([C:18]([O:20][C:21]([CH3:24])([CH3:23])[CH3:22])=[O:19])[CH2:17][CH2:16][NH:15][CH2:14][CH2:13]1.C(=O)([O-])[O-].[Na+].[Na+].O, predict the reaction product.